From a dataset of NCI-60 drug combinations with 297,098 pairs across 59 cell lines. Regression. Given two drug SMILES strings and cell line genomic features, predict the synergy score measuring deviation from expected non-interaction effect. (1) Synergy scores: CSS=8.38, Synergy_ZIP=-2.18, Synergy_Bliss=-0.836, Synergy_Loewe=0.166, Synergy_HSA=-0.245. Drug 2: C(CCl)NC(=O)N(CCCl)N=O. Drug 1: CC1=C(C(CCC1)(C)C)C=CC(=CC=CC(=CC(=O)O)C)C. Cell line: NCI-H460. (2) Drug 1: C1=CC(=CC=C1CC(C(=O)O)N)N(CCCl)CCCl.Cl. Drug 2: C1=NNC2=C1C(=O)NC=N2. Synergy scores: CSS=4.47, Synergy_ZIP=-1.28, Synergy_Bliss=3.40, Synergy_Loewe=-4.75, Synergy_HSA=0.802. Cell line: NCI-H226. (3) Synergy scores: CSS=8.37, Synergy_ZIP=-0.0969, Synergy_Bliss=3.02, Synergy_Loewe=-2.68, Synergy_HSA=0.747. Drug 2: C(CN)CNCCSP(=O)(O)O. Drug 1: C1CC(C1)(C(=O)O)C(=O)O.[NH2-].[NH2-].[Pt+2]. Cell line: RXF 393.